This data is from Reaction yield outcomes from USPTO patents with 853,638 reactions. The task is: Predict the reaction yield, written as a fraction of the theoretical maximum amount of product (1.0 means a 100% yield; for example, 0.34 means a 34% yield). (1) The reactants are [CH2:1]([N:8]1[C:16]2[C:11](=[N:12][C:13]([N:17](C(OC(C)(C)C)=O)[NH:18][C:19](OC(C)(C)C)=O)=[CH:14][CH:15]=2)[N:10]=[C:9]1[CH3:33])[C:2]1[CH:7]=[CH:6][CH:5]=[CH:4][CH:3]=1.[C:34](O)(=O)C. No catalyst specified. The product is [CH2:1]([N:8]1[C:16]2[CH:15]=[CH:14][C:13]3[N:12]([C:19]([CH3:34])=[N:18][N:17]=3)[C:11]=2[N:10]=[C:9]1[CH3:33])[C:2]1[CH:7]=[CH:6][CH:5]=[CH:4][CH:3]=1. The yield is 0.590. (2) The reactants are [Br:1][C:2]1[CH:3]=[CH:4][C:5]([NH2:8])=[N:6][CH:7]=1.[CH3:9][C:10]1([CH3:23])[O:22][C:14]2[C:15]([CH3:21])=[N:16][CH:17]=[C:18]([CH:19]=O)[C:13]=2[CH2:12][O:11]1. No catalyst specified. The product is [Br:1][C:2]1[CH:3]=[CH:4][C:5]([NH:8][CH2:19][C:18]2[CH:17]=[N:16][C:15]([CH3:21])=[C:14]3[O:22][C:10]([CH3:23])([CH3:9])[O:11][CH2:12][C:13]=23)=[N:6][CH:7]=1. The yield is 0.290. (3) The reactants are [CH2:1]([C:4]1[CH:9]=[CH:8][CH:7]=[CH:6][C:5]=1[CH2:10][C:11]([O:13]C)=[O:12])[CH:2]=[CH2:3].[OH-].[Li+]. The catalyst is O1CCCC1.O. The product is [CH2:1]([C:4]1[CH:9]=[CH:8][CH:7]=[CH:6][C:5]=1[CH2:10][C:11]([OH:13])=[O:12])[CH:2]=[CH2:3]. The yield is 0.980. (4) The reactants are [CH2:1]([O:3][C:4]([C:6]1[C:7]([CH3:19])=[C:8](C(OC(C)(C)C)=O)[NH:9][C:10]=1[CH3:11])=[O:5])[CH3:2].C(O)C.Cl. The catalyst is O. The product is [CH2:1]([O:3][C:4]([C:6]1[C:7]([CH3:19])=[CH:8][NH:9][C:10]=1[CH3:11])=[O:5])[CH3:2]. The yield is 0.870. (5) The reactants are [Mg].[C:2](=[O:4])=[O:3].Cl[C:6]([C:9]1[CH:14]=[CH:13][C:12]([C:15](=[O:20])[CH2:16][CH2:17][CH2:18][Cl:19])=[CH:11][CH:10]=1)([CH3:8])[CH3:7].Cl. The catalyst is [Cl-].C([N+](CC)(CC)CC)C.CN(C)C=O.[Ag]. The product is [Cl:19][CH2:18][CH2:17][CH2:16][C:15]([C:12]1[CH:11]=[CH:10][C:9]([C:6]([CH3:8])([CH3:7])[C:2]([OH:4])=[O:3])=[CH:14][CH:13]=1)=[O:20]. The yield is 0.720. (6) The reactants are [CH2:1]([O:3][C:4]([C:6]1[NH:10][C:9]2[S:11][CH:12]=[CH:13][C:8]=2C=1)=[O:5])[CH3:2].[Cl:14]N1C(=O)CCC1=O.[CH:22]([Cl:25])(Cl)Cl. The catalyst is C(O)(=O)C. The product is [CH2:1]([O:3][C:4]([C:6]1[NH:10][C:9]2[S:11][C:12]([Cl:14])=[CH:13][C:8]=2[C:22]=1[Cl:25])=[O:5])[CH3:2]. The yield is 0.740. (7) The reactants are [C:1]([O:5][CH3:6])(=[O:4])[CH:2]=[CH2:3].[CH2:7]([NH2:14])[C:8]1[CH:13]=[CH:12][CH:11]=[CH:10][CH:9]=1. The catalyst is CO. The product is [CH3:6][O:5][C:1]([CH2:2][CH2:3][N:14]([CH2:7][C:8]1[CH:13]=[CH:12][CH:11]=[CH:10][CH:9]=1)[CH2:3][CH2:2][C:1]([O:5][CH3:6])=[O:4])=[O:4]. The yield is 0.980.